This data is from Experimentally validated miRNA-target interactions with 360,000+ pairs, plus equal number of negative samples. The task is: Binary Classification. Given a miRNA mature sequence and a target amino acid sequence, predict their likelihood of interaction. (1) The miRNA is hsa-miR-34b-3p with sequence CAAUCACUAACUCCACUGCCAU. The protein sequence of the target gene is MLSWRLQTGPEKAELQELNARLYDYVCRVRELERENLLLEEELRGRRGREGLWAEGQARCAEEARSLRQQLDELSWATALAEGERDALRRELRELQRLDAEERAARGRLDAELGAQQRELQEALGARAALEALLGRLQAERRGLDAAHERDVRELRARAASLTMHFRARATGPAAPPPRLREVHDSYALLVAESWRETVQLYEDEVRELEEALRRGQESRLQAEEETRLCAQEAEALRREALGLEQLRARLEDALLRMREEYGIQAEERQRAIDCLEDEKATLTLAMADWLRDYQDLLQV.... Result: 1 (interaction). (2) The protein sequence of the target gene is MKEERNYNFDGVSTNRLKQQLLEEVRKKDAVQLSIFELRHKITELEAKLNTDNEGSEWKTRYETQLELNDELEKQIVYLKEKVEKIHGNSSDRLSSIRVYERMPVESLNTLLKQLEEEKKTLESQVKYYALKLEQESKAYQKINNERRTYLAEMSQGSGLHQVSKRQQVDQLPRMQENLVKTGRYNPAKQKTVSAKRGPVKKITRPNHLPELHP. Result: 0 (no interaction). The miRNA is mmu-miR-297c-5p with sequence AUGUAUGUGUGCAUGUACAUGU.